Dataset: Reaction yield outcomes from USPTO patents with 853,638 reactions. Task: Predict the reaction yield, written as a fraction of the theoretical maximum amount of product (1.0 means a 100% yield; for example, 0.34 means a 34% yield). The reactants are Cl[CH2:2][C:3]1[CH:8]=[CH:7][C:6]([OH:9])=[C:5]([N+:10]([O-:12])=[O:11])[CH:4]=1.[NH:13]1[C:21]2[C:16](=[CH:17][CH:18]=[CH:19][CH:20]=2)[CH:15]=[N:14]1.C(=O)([O-])[O-].[K+].[K+]. The catalyst is CN(C=O)C.O. The product is [N:13]1[N:14]([CH2:2][C:3]2[CH:8]=[CH:7][C:6]([OH:9])=[C:5]([N+:10]([O-:12])=[O:11])[CH:4]=2)[CH:15]=[C:16]2[C:21]=1[CH:20]=[CH:19][CH:18]=[CH:17]2. The yield is 0.240.